This data is from NCI-60 drug combinations with 297,098 pairs across 59 cell lines. The task is: Regression. Given two drug SMILES strings and cell line genomic features, predict the synergy score measuring deviation from expected non-interaction effect. Cell line: LOX IMVI. Synergy scores: CSS=22.9, Synergy_ZIP=-7.96, Synergy_Bliss=-4.17, Synergy_Loewe=-2.04, Synergy_HSA=-2.40. Drug 2: COCCOC1=C(C=C2C(=C1)C(=NC=N2)NC3=CC=CC(=C3)C#C)OCCOC.Cl. Drug 1: CC(CN1CC(=O)NC(=O)C1)N2CC(=O)NC(=O)C2.